This data is from Catalyst prediction with 721,799 reactions and 888 catalyst types from USPTO. The task is: Predict which catalyst facilitates the given reaction. (1) Reactant: C([CH:8]1[CH:15]2[CH2:16][CH:11]3[CH2:12][CH:13]([CH2:18][C:9]1([OH:19])[CH2:10]3)[CH:14]2[NH2:17])C1C=CC=CC=1.[CH:20]1[CH:25]=[CH:24][C:23]([CH2:26][O:27][C:28](Cl)=[O:29])=[CH:22][CH:21]=1.[OH-].[Na+]. Product: [OH:19][C:9]12[CH2:8][CH:15]3[CH2:16][CH:11]([CH2:12][CH:13]([CH:14]3[NH:17][C:28](=[O:29])[O:27][CH2:26][C:23]3[CH:24]=[CH:25][CH:20]=[CH:21][CH:22]=3)[CH2:18]1)[CH2:10]2. The catalyst class is: 7. (2) Reactant: C[Si](C)(C)[N-:3][Si](C)(C)C.[K+].[C:11]1(C)C=[CH:15][CH:14]=[CH:13][CH:12]=1.[CH:18](S([O-])(=O)=O)([CH3:20])[CH3:19]. Product: [NH:3]1[C:15]2[C:20](=[CH:11][CH:12]=[CH:13][CH:14]=2)[CH:18]=[CH:19]1. The catalyst class is: 7. (3) Product: [Cl:12][Si:2]([Cl:11])([CH2:3][CH:4]([CH2:9][CH3:10])[CH2:5][CH2:6][CH2:7][CH3:8])[CH2:16][CH:15]([CH2:13][CH3:14])[CH2:19][CH2:20][CH2:21][CH3:22]. Reactant: Cl[Si:2]([Cl:12])([Cl:11])[CH2:3][CH:4]([CH2:9][CH3:10])[CH2:5][CH2:6][CH2:7][CH3:8].[CH2:13]([CH:15]([CH2:19][CH2:20][CH2:21][CH3:22])[CH2:16][Mg]Br)[CH3:14]. The catalyst class is: 1. (4) Reactant: [C:1]([O:5][C:6]([NH:8][C:9]1[C:13]2=[N:14][CH:15]=[C:16]([CH2:18][OH:19])[CH:17]=[C:12]2[S:11][C:10]=1[C:20]([O:22][CH3:23])=[O:21])=[O:7])([CH3:4])([CH3:3])[CH3:2].S(Cl)(Cl)=O.[CH3:28]O.C[O-].[Na+]. Product: [C:1]([O:5][C:6]([NH:8][C:9]1[C:13]2=[N:14][CH:15]=[C:16]([CH2:18][O:19][CH3:28])[CH:17]=[C:12]2[S:11][C:10]=1[C:20]([O:22][CH3:23])=[O:21])=[O:7])([CH3:4])([CH3:3])[CH3:2]. The catalyst class is: 22. (5) Reactant: [F:1][C:2]([F:46])([F:45])[C:3]1[CH:4]=[C:5]([CH:38]=[C:39]([C:41]([F:44])([F:43])[F:42])[CH:40]=1)[CH2:6][N:7]([CH2:21][C:22]1[CH:27]=[C:26]([C:28]([F:31])([F:30])[F:29])[CH:25]=[CH:24][C:23]=1[C:32]1[CH:37]=[CH:36][CH:35]=[CH:34][CH:33]=1)[C:8]1[N:13]=[CH:12][C:11]([O:14][CH2:15][CH2:16][CH2:17][C:18]([OH:20])=[O:19])=[CH:10][N:9]=1.[OH-].[Na+:48]. Product: [Na+:48].[F:46][C:2]([F:1])([F:45])[C:3]1[CH:4]=[C:5]([CH:38]=[C:39]([C:41]([F:42])([F:43])[F:44])[CH:40]=1)[CH2:6][N:7]([CH2:21][C:22]1[CH:27]=[C:26]([C:28]([F:31])([F:30])[F:29])[CH:25]=[CH:24][C:23]=1[C:32]1[CH:37]=[CH:36][CH:35]=[CH:34][CH:33]=1)[C:8]1[N:9]=[CH:10][C:11]([O:14][CH2:15][CH2:16][CH2:17][C:18]([O-:20])=[O:19])=[CH:12][N:13]=1. The catalyst class is: 8. (6) Reactant: [CH3:1][CH:2]1[CH2:7][C:6](=[O:8])[CH2:5][CH2:4][N:3]1[C:9]([O:11][CH2:12][C:13]1[CH:18]=[CH:17][CH:16]=[CH:15][CH:14]=1)=[O:10]. Product: [CH3:1][C@H:2]1[CH2:7][C:6](=[O:8])[CH2:5][CH2:4][N:3]1[C:9]([O:11][CH2:12][C:13]1[CH:18]=[CH:17][CH:16]=[CH:15][CH:14]=1)=[O:10]. The catalyst class is: 5.